From a dataset of NCI-60 drug combinations with 297,098 pairs across 59 cell lines. Regression. Given two drug SMILES strings and cell line genomic features, predict the synergy score measuring deviation from expected non-interaction effect. Drug 1: CC1=C2C(C(=O)C3(C(CC4C(C3C(C(C2(C)C)(CC1OC(=O)C(C(C5=CC=CC=C5)NC(=O)OC(C)(C)C)O)O)OC(=O)C6=CC=CC=C6)(CO4)OC(=O)C)O)C)O. Drug 2: CN(C(=O)NC(C=O)C(C(C(CO)O)O)O)N=O. Cell line: MDA-MB-231. Synergy scores: CSS=1.88, Synergy_ZIP=-1.19, Synergy_Bliss=-0.244, Synergy_Loewe=-5.24, Synergy_HSA=-4.02.